From a dataset of Forward reaction prediction with 1.9M reactions from USPTO patents (1976-2016). Predict the product of the given reaction. (1) Given the reactants [CH:1]1([O:4][C:5]2[CH:13]=[CH:12][C:8]([C:9]([OH:11])=O)=[CH:7][C:6]=2[S:14]([N:17]2[CH2:23][CH:22]([OH:24])[CH2:21][O:20][CH2:19][CH2:18]2)(=[O:16])=[O:15])[CH2:3][CH2:2]1.[Cl:25][C:26]1[CH:27]=[C:28]([CH:30]=[CH:31][C:32]=1[F:33])[NH2:29].CN(C(ON1N=NC2C=CC=NC1=2)=[N+](C)C)C.F[P-](F)(F)(F)(F)F.CCN(C(C)C)C(C)C, predict the reaction product. The product is: [Cl:25][C:26]1[CH:27]=[C:28]([NH:29][C:9](=[O:11])[C:8]2[CH:12]=[CH:13][C:5]([O:4][CH:1]3[CH2:3][CH2:2]3)=[C:6]([S:14]([N:17]3[CH2:23][CH:22]([OH:24])[CH2:21][O:20][CH2:19][CH2:18]3)(=[O:15])=[O:16])[CH:7]=2)[CH:30]=[CH:31][C:32]=1[F:33]. (2) The product is: [C:47]([NH:1][CH2:2][C:3]1[N:12]=[CH:11][C:10]2[CH2:9][N:8]([C:13]3[C:14]([F:24])=[C:15]([O:22][CH3:23])[CH:16]=[C:17]([O:20][CH3:21])[C:18]=3[F:19])[C:7](=[O:25])[N:6]([CH2:26][CH:27]3[CH2:32][CH2:31][N:30]([C:33]([O:35][C:36]([CH3:39])([CH3:38])[CH3:37])=[O:34])[CH2:29][CH2:28]3)[C:5]=2[CH:4]=1)(=[O:50])[CH:48]=[CH2:49]. Given the reactants [NH2:1][CH2:2][C:3]1[N:12]=[CH:11][C:10]2[CH2:9][N:8]([C:13]3[C:18]([F:19])=[C:17]([O:20][CH3:21])[CH:16]=[C:15]([O:22][CH3:23])[C:14]=3[F:24])[C:7](=[O:25])[N:6]([CH2:26][CH:27]3[CH2:32][CH2:31][N:30]([C:33]([O:35][C:36]([CH3:39])([CH3:38])[CH3:37])=[O:34])[CH2:29][CH2:28]3)[C:5]=2[CH:4]=1.C(N(CC)CC)C.[C:47](Cl)(=[O:50])[CH:48]=[CH2:49], predict the reaction product. (3) Given the reactants C([N:3]1[C:7]([CH2:8]CN)=[N:6][N:5]=[N:4]1)C.[CH3:11][C:12]1[N:13]=NNN=1.C(I)C.C(OC(=O)NCCBr)(C)(C)C, predict the reaction product. The product is: [CH3:8][C:7]1[N:6]=[N:5][N:4]([CH2:11][CH2:12][NH2:13])[N:3]=1. (4) Given the reactants ClC1N=C(C2SC(C(C)C)=NC=2C2C=C(N[S:23]([C:26]3[C:31](F)=[CH:30][CH:29]=[CH:28][C:27]=3F)(=[O:25])=[O:24])C=CC=2)C=CN=1.[NH2:34][C:35]1[C:36]([F:57])=[C:37]([C:41]2[N:42]=[C:43]([C:53]([CH3:56])([CH3:55])[CH3:54])[S:44][C:45]=2[C:46]2[CH:51]=[CH:50][N:49]=[C:48]([NH2:52])[N:47]=2)[CH:38]=[CH:39][CH:40]=1.C1(S(Cl)(=O)=O)C=CC=CC=1, predict the reaction product. The product is: [NH2:52][C:48]1[N:47]=[C:46]([C:45]2[S:44][C:43]([C:53]([CH3:54])([CH3:56])[CH3:55])=[N:42][C:41]=2[C:37]2[C:36]([F:57])=[C:35]([NH:34][S:23]([C:26]3[CH:31]=[CH:30][CH:29]=[CH:28][CH:27]=3)(=[O:25])=[O:24])[CH:40]=[CH:39][CH:38]=2)[CH:51]=[CH:50][N:49]=1. (5) Given the reactants [CH:1]1([CH2:6][C@@H:7]([OH:11])[C:8]([OH:10])=[O:9])[CH2:5][CH2:4][CH2:3][CH2:2]1.O=S(Cl)Cl.[CH3:16]O, predict the reaction product. The product is: [CH:1]1([CH2:6][C@@H:7]([OH:11])[C:8]([O:10][CH3:16])=[O:9])[CH2:2][CH2:3][CH2:4][CH2:5]1. (6) Given the reactants [CH:1]1([C:4]2[CH:5]=[C:6](I)[C:7]([O:12][CH2:13][CH3:14])=[C:8]([CH:11]=2)[CH:9]=[O:10])[CH2:3][CH2:2]1.[C:16]1(B(O)O)[CH:21]=[CH:20][CH:19]=[CH:18][CH:17]=1, predict the reaction product. The product is: [CH:1]1([C:4]2[CH:11]=[C:8]([CH:9]=[O:10])[C:7]([O:12][CH2:13][CH3:14])=[C:6]([C:16]3[CH:21]=[CH:20][CH:19]=[CH:18][CH:17]=3)[CH:5]=2)[CH2:3][CH2:2]1. (7) Given the reactants C(OC([N:8]1[CH2:16][C:15]2[C:10](=[CH:11][C:12]([N:20]3[CH2:25][CH2:24][O:23][CH2:22][CH2:21]3)=[C:13]([CH:17]3[CH2:19][CH2:18]3)[CH:14]=2)[CH2:9]1)=O)(C)(C)C.[F:26][C:27]([F:32])([F:31])[C:28]([OH:30])=[O:29], predict the reaction product. The product is: [F:26][C:27]([F:32])([F:31])[C:28]([OH:30])=[O:29].[CH:17]1([C:13]2[CH:14]=[C:15]3[C:10](=[CH:11][C:12]=2[N:20]2[CH2:21][CH2:22][O:23][CH2:24][CH2:25]2)[CH2:9][NH:8][CH2:16]3)[CH2:19][CH2:18]1. (8) Given the reactants [CH3:1][N:2]1[C:6]2=[N:7][C:8]([N:11]3[CH:16]=[CH:15][C:14]([C:17]4[CH:18]=[N:19][C:20]([C:23]([F:26])([F:25])[F:24])=[CH:21][CH:22]=4)=[CH:13][C:12]3=[O:27])=[CH:9][CH:10]=[C:5]2[C:4]2[CH2:28][NH:29][CH2:30][CH2:31][C:3]1=2.[ClH:32], predict the reaction product. The product is: [ClH:32].[CH3:1][N:2]1[C:6]2=[N:7][C:8]([N:11]3[CH:16]=[CH:15][C:14]([C:17]4[CH:18]=[N:19][C:20]([C:23]([F:24])([F:25])[F:26])=[CH:21][CH:22]=4)=[CH:13][C:12]3=[O:27])=[CH:9][CH:10]=[C:5]2[C:4]2[CH2:28][NH:29][CH2:30][CH2:31][C:3]1=2. (9) Given the reactants C([O:3][C:4](=[O:19])[C:5]1[CH:10]=[CH:9][CH:8]=[C:7]([NH:11][C:12]([O:14][C:15]([CH3:18])([CH3:17])[CH3:16])=[O:13])[CH:6]=1)C.[Li+].[OH-], predict the reaction product. The product is: [C:15]([O:14][C:12]([NH:11][C:7]1[CH:6]=[C:5]([CH:10]=[CH:9][CH:8]=1)[C:4]([OH:19])=[O:3])=[O:13])([CH3:18])([CH3:16])[CH3:17].